This data is from Catalyst prediction with 721,799 reactions and 888 catalyst types from USPTO. The task is: Predict which catalyst facilitates the given reaction. (1) Reactant: [Br:1][C:2]1[CH:3]=[C:4]([CH:7]=O)[O:5][CH:6]=1.[NH:9]1[CH2:14][CH2:13][O:12][CH2:11][CH2:10]1.C(O[BH-](OC(=O)C)OC(=O)C)(=O)C.[Na+]. Product: [Br:1][C:2]1[CH:3]=[C:4]([CH2:7][N:9]2[CH2:14][CH2:13][O:12][CH2:11][CH2:10]2)[O:5][CH:6]=1. The catalyst class is: 91. (2) Reactant: [NH2:1][C@@H:2]([C:26]1[CH:31]=[CH:30][CH:29]=[CH:28][CH:27]=1)[C:3]([N:5]([C:18]1[CH:23]=[CH:22][C:21]([CH3:24])=[C:20]([CH3:25])[CH:19]=1)[CH2:6][CH2:7][C:8]1[CH:9]=[N:10][C:11]([C:14]([F:17])([F:16])[F:15])=[CH:12][CH:13]=1)=[O:4].[O:32]1[CH2:35][C:34](=O)[CH2:33]1.C(O[BH-](OC(=O)C)OC(=O)C)(=O)C.[Na+]. Product: [CH3:25][C:20]1[CH:19]=[C:18]([N:5]([CH2:6][CH2:7][C:8]2[CH:9]=[N:10][C:11]([C:14]([F:17])([F:15])[F:16])=[CH:12][CH:13]=2)[C:3](=[O:4])[C@@H:2]([NH:1][CH:34]2[CH2:35][O:32][CH2:33]2)[C:26]2[CH:27]=[CH:28][CH:29]=[CH:30][CH:31]=2)[CH:23]=[CH:22][C:21]=1[CH3:24]. The catalyst class is: 2. (3) Reactant: [NH2:1][C:2]1[C:7]([CH2:8][OH:9])=[CH:6][CH:5]=[CH:4][C:3]=1[CH2:10][OH:11].[H-].[Na+].[CH3:14][C:15]([Si:18](Cl)([CH3:20])[CH3:19])([CH3:17])[CH3:16]. Product: [Si:18]([O:11][CH2:10][C:3]1[CH:4]=[CH:5][CH:6]=[C:7]([CH2:8][O:9][Si:18]([C:15]([CH3:17])([CH3:16])[CH3:14])([CH3:20])[CH3:19])[C:2]=1[NH2:1])([C:15]([CH3:17])([CH3:16])[CH3:14])([CH3:20])[CH3:19]. The catalyst class is: 220. (4) Reactant: [Br:1][C:2]1[C:3]([O:21][CH3:22])=[C:4]([S:10][C:11]2[NH:12][C:13]3[C:18]([N:19]=2)=[C:17]([NH2:20])[N:16]=[CH:15][N:14]=3)[CH:5]=[C:6]([O:8][CH3:9])[CH:7]=1.Cl[CH2:24][CH2:25][CH2:26][C:27]#[CH:28].C([O-])([O-])=O.[K+].[K+].O.CC#N. Product: [Br:1][C:2]1[C:3]([O:21][CH3:22])=[C:4]([S:10][C:11]2[N:12]([CH2:28][CH2:27][CH2:26][C:25]#[CH:24])[C:13]3[C:18]([N:19]=2)=[C:17]([NH2:20])[N:16]=[CH:15][N:14]=3)[CH:5]=[C:6]([O:8][CH3:9])[CH:7]=1. The catalyst class is: 3. (5) Reactant: [F:1][C:2]1[CH:3]=[CH:4][C:5]2[O:10][CH2:9][C:8](=[O:11])[NH:7][C:6]=2[CH:12]=1.C([O-])([O-])=O.[Cs+].[Cs+].[Cl:19][CH2:20][CH2:21][CH2:22]I. Product: [Cl:19][CH2:20][CH2:21][CH2:22][N:7]1[C:6]2[CH:12]=[C:2]([F:1])[CH:3]=[CH:4][C:5]=2[O:10][CH2:9][C:8]1=[O:11]. The catalyst class is: 243. (6) Reactant: [F:1][C:2]1[CH:3]=[C:4]([CH2:8][CH2:9][CH2:10][C:11]2[O:15][N:14]=[C:13]([C:16]([O:18]CC)=[O:17])[CH:12]=2)[CH:5]=[CH:6][CH:7]=1.[OH-].[K+].O. Product: [F:1][C:2]1[CH:3]=[C:4]([CH2:8][CH2:9][CH2:10][C:11]2[O:15][N:14]=[C:13]([C:16]([OH:18])=[O:17])[CH:12]=2)[CH:5]=[CH:6][CH:7]=1. The catalyst class is: 8. (7) Reactant: C([O-])([O-])=O.[Na+].[Na+].[F:7][C:8]([F:25])([F:24])[C:9]1[N:10]=[C:11]([CH:22]=O)[N:12]([CH2:14][O:15][CH2:16][CH2:17][Si:18]([CH3:21])([CH3:20])[CH3:19])[CH:13]=1.Cl.[NH2:27][OH:28]. Product: [F:7][C:8]([F:25])([F:24])[C:9]1[N:10]=[C:11]([CH:22]=[N:27][OH:28])[N:12]([CH2:14][O:15][CH2:16][CH2:17][Si:18]([CH3:21])([CH3:20])[CH3:19])[CH:13]=1. The catalyst class is: 6.